The task is: Predict the reactants needed to synthesize the given product.. This data is from Full USPTO retrosynthesis dataset with 1.9M reactions from patents (1976-2016). (1) Given the product [Cl:1][C:2]1[CH:3]=[C:4]([NH:9][C:10]([NH2:13])=[NH:14])[CH:5]=[CH:6][C:7]=1[Cl:8], predict the reactants needed to synthesize it. The reactants are: [Cl:1][C:2]1[CH:3]=[C:4]([NH:9][C:10](=[NH:13])SC)[CH:5]=[CH:6][C:7]=1[Cl:8].[NH4+:14].[OH-]. (2) Given the product [S:19]1[C:20]([C:16]2[CH:15]=[CH:14][N:13]=[C:12]([NH:11][C:9]3[CH:8]=[CH:7][C:6]4[O:1][CH2:2][CH2:3][O:4][C:5]=4[CH:10]=3)[CH:17]=2)=[CH:21][C:22]2[CH:27]=[CH:26][CH:25]=[CH:24][C:23]1=2, predict the reactants needed to synthesize it. The reactants are: [O:1]1[C:6]2[CH:7]=[CH:8][C:9]([NH:11][C:12]3[CH:17]=[C:16](I)[CH:15]=[CH:14][N:13]=3)=[CH:10][C:5]=2[O:4][CH2:3][CH2:2]1.[S:19]1[C:23]2[CH:24]=[CH:25][CH:26]=[CH:27][C:22]=2[CH:21]=[C:20]1B(O)O.